From a dataset of Forward reaction prediction with 1.9M reactions from USPTO patents (1976-2016). Predict the product of the given reaction. (1) Given the reactants [F:1][C:2]([F:34])([F:33])[C:3]1[CH:32]=[CH:31][C:6]([C:7]([NH:9][C:10]2[CH:30]=[CH:29][C:13]([CH2:14][C:15]3[N:20]4[CH:21]=[CH:22][N:23]=[C:19]4[C:18]([CH2:24][C:25]([O:27]C)=[O:26])=[CH:17][N:16]=3)=[CH:12][CH:11]=2)=[O:8])=[CH:5][CH:4]=1.[OH-].[Na+], predict the reaction product. The product is: [F:34][C:2]([F:1])([F:33])[C:3]1[CH:32]=[CH:31][C:6]([C:7]([NH:9][C:10]2[CH:30]=[CH:29][C:13]([CH2:14][C:15]3[N:20]4[CH:21]=[CH:22][N:23]=[C:19]4[C:18]([CH2:24][C:25]([OH:27])=[O:26])=[CH:17][N:16]=3)=[CH:12][CH:11]=2)=[O:8])=[CH:5][CH:4]=1. (2) The product is: [Si:11]([O:1][C@@H:2]([CH3:6])[C:3]([NH2:5])=[O:4])([C:7]([CH3:10])([CH3:9])[CH3:8])([CH3:14])[CH3:13]. Given the reactants [OH:1][C@@H:2]([CH3:6])[C:3]([NH2:5])=[O:4].[C:7]([Si:11]([CH3:14])([CH3:13])Cl)([CH3:10])([CH3:9])[CH3:8].N1C=CC=CC=1, predict the reaction product. (3) Given the reactants Cl[CH2:2][C:3]1[O:4][C:5]([C:8]2[CH:9]=[CH:10][C:11]3[O:15][CH:14]=[C:13]([C:16]4[CH:21]=[CH:20][CH:19]=[C:18]([O:22][C:23]([F:26])([F:25])[F:24])[CH:17]=4)[C:12]=3[CH:27]=2)=[N:6][N:7]=1.C[C:29](C)([O-:31])C.[K+], predict the reaction product. The product is: [CH3:29][O:31][CH2:2][C:3]1[O:4][C:5]([C:8]2[CH:9]=[CH:10][C:11]3[O:15][CH:14]=[C:13]([C:16]4[CH:21]=[CH:20][CH:19]=[C:18]([O:22][C:23]([F:26])([F:25])[F:24])[CH:17]=4)[C:12]=3[CH:27]=2)=[N:6][N:7]=1. (4) Given the reactants [CH2:1]([N:3]1[C:8](=[O:9])[CH:7]=[C:6]([N:10]2[CH:14]=[C:13](I)[N:12]=[C:11]2[CH3:16])[CH:5]=[N:4]1)[CH3:2].[Cl:17][C:18]1[CH:23]=[CH:22][CH:21]=[C:20]([C:24]#[CH:25])[CH:19]=1, predict the reaction product. The product is: [Cl:17][C:18]1[CH:19]=[C:20]([C:24]#[C:25][C:13]2[N:12]=[C:11]([CH3:16])[N:10]([C:6]3[CH:5]=[N:4][N:3]([CH2:1][CH3:2])[C:8](=[O:9])[CH:7]=3)[CH:14]=2)[CH:21]=[CH:22][CH:23]=1. (5) The product is: [Cl:1][C:2]1[C:7]([O:8][CH3:9])=[CH:6][C:5]([O:10][CH3:11])=[CH:4][C:3]=1[C:12]1[C:23](=[O:24])[N:22]([CH2:25][CH2:26][CH2:27][N:28]2[CH2:33][CH2:32][NH:31][CH2:30][CH2:29]2)[C:15]2[N:16]=[C:17]([NH:20][CH3:21])[N:18]=[CH:19][C:14]=2[CH:13]=1. Given the reactants [Cl:1][C:2]1[C:7]([O:8][CH3:9])=[CH:6][C:5]([O:10][CH3:11])=[CH:4][C:3]=1[C:12]1[C:23](=[O:24])[N:22]([CH2:25][CH2:26][CH2:27][N:28]2[CH2:33][CH2:32][N:31](C(OC(C)(C)C)=O)[CH2:30][CH2:29]2)[C:15]2[N:16]=[C:17]([NH:20][CH3:21])[N:18]=[CH:19][C:14]=2[CH:13]=1.[OH-].[Na+], predict the reaction product. (6) Given the reactants [F:1][C:2]([F:34])([F:33])[C:3]1[CH:4]=[C:5]([CH:26]=[C:27]([C:29]([F:32])([F:31])[F:30])[CH:28]=1)[C:6]([N:8]1[CH2:25][CH2:24][C:11]2([N:15]([C:16]3[CH:21]=[CH:20][CH:19]=[CH:18][C:17]=3[CH3:22])[C:14](=[O:23])[NH:13][CH2:12]2)[CH2:10][CH2:9]1)=[O:7].[CH3:35]I, predict the reaction product. The product is: [F:34][C:2]([F:1])([F:33])[C:3]1[CH:4]=[C:5]([CH:26]=[C:27]([C:29]([F:32])([F:31])[F:30])[CH:28]=1)[C:6]([N:8]1[CH2:25][CH2:24][C:11]2([N:15]([C:16]3[CH:21]=[CH:20][CH:19]=[CH:18][C:17]=3[CH3:22])[C:14](=[O:23])[N:13]([CH3:35])[CH2:12]2)[CH2:10][CH2:9]1)=[O:7]. (7) Given the reactants [C:1](OC(=O)C)(=[O:3])[CH3:2].[O:8]1[C:12]2[CH:13]=[CH:14][CH:15]=[CH:16][C:11]=2[NH:10][C:9]1=[O:17].C(=O)([O-])[O-].[K+].[K+].O, predict the reaction product. The product is: [C:1]([N:10]1[C:11]2[CH:16]=[CH:15][CH:14]=[CH:13][C:12]=2[O:8][C:9]1=[O:17])(=[O:3])[CH3:2]. (8) The product is: [CH3:2][C:3]1([CH3:24])[CH2:4][C:5](=[O:6])[CH2:10][CH2:11][CH:12]1[NH:13][C:14](=[O:23])[O:15][CH2:16][C:17]1[CH:22]=[CH:21][CH:20]=[CH:19][CH:18]=1. Given the reactants Cl.[CH3:2][C:3]1([CH3:24])[CH:12]([NH:13][C:14](=[O:23])[O:15][CH2:16][C:17]2[CH:22]=[CH:21][CH:20]=[CH:19][CH:18]=2)[CH2:11][CH2:10][C:5]2(OCC[O:6]2)[CH2:4]1, predict the reaction product.